Dataset: Catalyst prediction with 721,799 reactions and 888 catalyst types from USPTO. Task: Predict which catalyst facilitates the given reaction. (1) Reactant: [C:1]1([N:7]2[CH2:12][CH2:11][N:10]([CH2:13][CH2:14][CH2:15][CH2:16][N:17]3C(=O)C4=CC=CC=C4C3=O)[CH2:9][CH2:8]2)[CH:6]=[CH:5][CH:4]=[CH:3][CH:2]=1.NN. Product: [C:1]1([N:7]2[CH2:8][CH2:9][N:10]([CH2:13][CH2:14][CH2:15][CH2:16][NH2:17])[CH2:11][CH2:12]2)[CH:2]=[CH:3][CH:4]=[CH:5][CH:6]=1. The catalyst class is: 14. (2) Reactant: [CH:1]1([C:13]([OH:15])=[O:14])[CH2:6][CH2:5][CH:4]([C:7]([OH:9])=[O:8])[CH2:3][CH:2]1[C:10]([OH:12])=O.C(OC(=O)C)(=O)C. Product: [CH:1]12[C:13](=[O:14])[O:15][C:10](=[O:12])[CH:2]1[CH2:3][CH:4]([C:7]([OH:9])=[O:8])[CH2:5][CH2:6]2. The catalyst class is: 15.